From a dataset of NCI-60 drug combinations with 297,098 pairs across 59 cell lines. Regression. Given two drug SMILES strings and cell line genomic features, predict the synergy score measuring deviation from expected non-interaction effect. (1) Drug 1: CCC1=C2CN3C(=CC4=C(C3=O)COC(=O)C4(CC)O)C2=NC5=C1C=C(C=C5)O. Drug 2: CN(CCCl)CCCl.Cl. Cell line: HCC-2998. Synergy scores: CSS=36.0, Synergy_ZIP=-6.11, Synergy_Bliss=-1.88, Synergy_Loewe=3.11, Synergy_HSA=3.46. (2) Drug 1: CNC(=O)C1=CC=CC=C1SC2=CC3=C(C=C2)C(=NN3)C=CC4=CC=CC=N4. Drug 2: C1CN(CCN1C(=O)CCBr)C(=O)CCBr. Cell line: OVCAR-5. Synergy scores: CSS=3.87, Synergy_ZIP=-1.98, Synergy_Bliss=-1.50, Synergy_Loewe=-3.46, Synergy_HSA=-2.86. (3) Drug 1: CC1C(C(CC(O1)OC2CC(OC(C2O)C)OC3=CC4=CC5=C(C(=O)C(C(C5)C(C(=O)C(C(C)O)O)OC)OC6CC(C(C(O6)C)O)OC7CC(C(C(O7)C)O)OC8CC(C(C(O8)C)O)(C)O)C(=C4C(=C3C)O)O)O)O. Drug 2: C1=CC=C(C(=C1)C(C2=CC=C(C=C2)Cl)C(Cl)Cl)Cl. Cell line: NCI-H460. Synergy scores: CSS=31.3, Synergy_ZIP=-1.51, Synergy_Bliss=-5.12, Synergy_Loewe=-28.3, Synergy_HSA=-3.59. (4) Drug 1: CN(C)C1=NC(=NC(=N1)N(C)C)N(C)C. Drug 2: CC1=C(N=C(N=C1N)C(CC(=O)N)NCC(C(=O)N)N)C(=O)NC(C(C2=CN=CN2)OC3C(C(C(C(O3)CO)O)O)OC4C(C(C(C(O4)CO)O)OC(=O)N)O)C(=O)NC(C)C(C(C)C(=O)NC(C(C)O)C(=O)NCCC5=NC(=CS5)C6=NC(=CS6)C(=O)NCCC[S+](C)C)O. Cell line: UO-31. Synergy scores: CSS=4.62, Synergy_ZIP=-1.77, Synergy_Bliss=-2.37, Synergy_Loewe=-61.5, Synergy_HSA=-4.00. (5) Synergy scores: CSS=14.1, Synergy_ZIP=-3.17, Synergy_Bliss=-1.71, Synergy_Loewe=-15.1, Synergy_HSA=-4.21. Cell line: NCIH23. Drug 2: CC1OCC2C(O1)C(C(C(O2)OC3C4COC(=O)C4C(C5=CC6=C(C=C35)OCO6)C7=CC(=C(C(=C7)OC)O)OC)O)O. Drug 1: CC1C(C(CC(O1)OC2CC(CC3=C2C(=C4C(=C3O)C(=O)C5=C(C4=O)C(=CC=C5)OC)O)(C(=O)CO)O)N)O.Cl. (6) Drug 1: CC1=C(C=C(C=C1)NC2=NC=CC(=N2)N(C)C3=CC4=NN(C(=C4C=C3)C)C)S(=O)(=O)N.Cl. Drug 2: C1CC(C1)(C(=O)O)C(=O)O.[NH2-].[NH2-].[Pt+2]. Cell line: ACHN. Synergy scores: CSS=57.2, Synergy_ZIP=2.24, Synergy_Bliss=2.20, Synergy_Loewe=3.35, Synergy_HSA=5.35. (7) Drug 1: C1=NC2=C(N=C(N=C2N1C3C(C(C(O3)CO)O)F)Cl)N. Drug 2: C1=CN(C=N1)CC(O)(P(=O)(O)O)P(=O)(O)O. Cell line: NCI/ADR-RES. Synergy scores: CSS=9.07, Synergy_ZIP=-0.986, Synergy_Bliss=-0.909, Synergy_Loewe=-0.693, Synergy_HSA=-1.63.